Dataset: Forward reaction prediction with 1.9M reactions from USPTO patents (1976-2016). Task: Predict the product of the given reaction. (1) Given the reactants [C:1]1([C@H:7]2[C@@H:11]([C:12]3[CH:17]=[CH:16][CH:15]=[CH:14][CH:13]=3)[NH:10][C:9](=[S:18])[NH:8]2)[CH:6]=[CH:5][CH:4]=[CH:3][CH:2]=1.[CH3:19][C:20]1[CH:27]=[CH:26][C:25]([CH3:28])=[CH:24][C:21]=1[CH2:22][Cl:23], predict the reaction product. The product is: [ClH:23].[CH3:19][C:20]1[CH:27]=[CH:26][C:25]([CH3:28])=[CH:24][C:21]=1[CH2:22][S:18][C:9]1[NH:8][C@H:7]([C:1]2[CH:2]=[CH:3][CH:4]=[CH:5][CH:6]=2)[C@H:11]([C:12]2[CH:13]=[CH:14][CH:15]=[CH:16][CH:17]=2)[N:10]=1. (2) Given the reactants Br[C:2]1[CH:3]=[N:4][CH:5]=[CH:6][C:7]=1[N:8]1[CH2:13][CH2:12][CH:11]([C:14]([NH2:16])=[O:15])[CH2:10][CH2:9]1.[NH:17]1[CH:21]=[C:20](B(O)O)[CH:19]=[N:18]1.C(=O)([O-])[O-].[Na+].[Na+], predict the reaction product. The product is: [NH:17]1[CH:21]=[C:20]([C:2]2[CH:3]=[N:4][CH:5]=[CH:6][C:7]=2[N:8]2[CH2:13][CH2:12][CH:11]([C:14]([NH2:16])=[O:15])[CH2:10][CH2:9]2)[CH:19]=[N:18]1.